This data is from Catalyst prediction with 721,799 reactions and 888 catalyst types from USPTO. The task is: Predict which catalyst facilitates the given reaction. (1) Reactant: [OH:1][CH2:2][CH2:3][CH2:4][NH:5][C:6]1[CH:11]=[CH:10][CH:9]=[CH:8][N+:7]=1[O-].C1CCCCC=1. Product: [OH:1][CH2:2][CH2:3][CH2:4][NH:5][C:6]1[CH:11]=[CH:10][CH:9]=[CH:8][N:7]=1. The catalyst class is: 29. (2) Reactant: [CH2:1]([N:3]([CH2:6][C:7]1[CH:14]=[CH:13][C:10]([CH:11]=O)=[CH:9][CH:8]=1)[CH2:4][CH3:5])[CH3:2].S([O-])([O-])(=O)=O.[Mg+2].[NH2:21][C:22]1[CH:30]=[CH:29][CH:28]=[C:27]2[C:23]=1[CH2:24][O:25][C:26]2=[O:31]. Product: [CH2:1]([N:3]([CH2:6][C:7]1[CH:14]=[CH:13][C:10](/[CH:11]=[N:21]/[C:22]2[CH:30]=[CH:29][CH:28]=[C:27]3[C:23]=2[CH2:24][O:25][C:26]3=[O:31])=[CH:9][CH:8]=1)[CH2:4][CH3:5])[CH3:2]. The catalyst class is: 10. (3) Reactant: [F:1][C:2]1[CH:7]=[C:6]([I:8])[CH:5]=[CH:4][C:3]=1[CH3:9].[Br:10]N1C(=O)CCC1=O. Product: [Br:10][CH2:9][C:3]1[CH:4]=[CH:5][C:6]([I:8])=[CH:7][C:2]=1[F:1].[F:1][C:2]1[CH:7]=[C:6]([I:8])[CH:5]=[CH:4][C:3]=1[CH3:9]. The catalyst class is: 21. (4) Reactant: CN(C(ON1N=NC2C=CC=CC1=2)=[N+](C)C)C.[B-](F)(F)(F)F.Cl.[NH2:24][CH2:25][C:26]1[CH:31]=[CH:30][C:29]([NH:32][C:33]([NH:42][C:43]([O:45][C:46]([CH3:49])([CH3:48])[CH3:47])=[O:44])=[N:34][C:35]([O:37][C:38]([CH3:41])([CH3:40])[CH3:39])=[O:36])=[CH:28][CH:27]=1.[C:50]1([CH:56]([C:67]([O-])=[O:68])[C:57]([O:59][CH2:60][C:61]2[CH:66]=[CH:65][CH:64]=[CH:63][CH:62]=2)=[O:58])[CH:55]=[CH:54][CH:53]=[CH:52][CH:51]=1.C1C=CC2N(O)N=NC=2C=1.C(N(CC)CC)C. Product: [C:35]([N:34]=[C:33]([NH:42][C:43]([O:45][C:46]([CH3:49])([CH3:48])[CH3:47])=[O:44])[NH:32][C:29]1[CH:28]=[CH:27][C:26]([CH2:25][NH:24][C:67](=[O:68])[CH:56]([C:57]([O:59][CH2:60][C:61]2[CH:66]=[CH:65][CH:64]=[CH:63][CH:62]=2)=[O:58])[C:50]2[CH:55]=[CH:54][CH:53]=[CH:52][CH:51]=2)=[CH:31][CH:30]=1)([O:37][C:38]([CH3:41])([CH3:40])[CH3:39])=[O:36]. The catalyst class is: 39.